Predict the reaction yield, written as a fraction of the theoretical maximum amount of product (1.0 means a 100% yield; for example, 0.34 means a 34% yield). From a dataset of Reaction yield outcomes from USPTO patents with 853,638 reactions. (1) The reactants are C([O:5][C:6]([CH2:8][N:9]1[C:18]2[C:17]([O:19][CH3:20])=[CH:16][CH:15]=[C:14]([CH:21]=O)[C:13]=2[CH2:12][CH2:11][C:10]1=[O:23])=[O:7])(C)(C)C.[S:24]1[CH2:28][C:27](=[O:29])[NH:26][C:25]1=[O:30].N1C=CC=CC1. The catalyst is C1(C)C=CC=CC=1.C(O)(=O)C.N1CCCCC1. The product is [C:6]([CH2:8][N:9]1[C:18]2[C:13](=[C:14]([CH2:21][CH:28]3[S:24][C:25](=[O:30])[NH:26][C:27]3=[O:29])[CH:15]=[CH:16][C:17]=2[O:19][CH3:20])[CH2:12][CH2:11][C:10]1=[O:23])([OH:5])=[O:7]. The yield is 0.380. (2) The reactants are [OH:1][C:2]1[CH:9]=[CH:8][C:5]([CH:6]=[O:7])=[CH:4][CH:3]=1.N1C=CC=CC=1.[N:16]1([C:22](Cl)=[O:23])[CH2:21][CH2:20][O:19][CH2:18][CH2:17]1.C([O-])(O)=O.[Na+]. The catalyst is C(Cl)Cl. The product is [N:16]1([C:22]([O:1][C:2]2[CH:9]=[CH:8][C:5]([CH:6]=[O:7])=[CH:4][CH:3]=2)=[O:23])[CH2:21][CH2:20][O:19][CH2:18][CH2:17]1. The yield is 0.750.